Dataset: Catalyst prediction with 721,799 reactions and 888 catalyst types from USPTO. Task: Predict which catalyst facilitates the given reaction. (1) Reactant: [F:1][C:2]1[CH:3]=[C:4]([CH:35]=[CH:36][C:37]=1[F:38])[CH2:5][N:6]1[CH:11]=[CH:10][CH:9]=[C:8]([C:12]([NH:14][C@@H:15]([C:20]2[S:21][C:22]([C:25]3[C:33]4[C:28](=[N:29][CH:30]=[CH:31][CH:32]=4)[NH:27][CH:26]=3)=[CH:23][CH:24]=2)[CH2:16][C:17](O)=[O:18])=[O:13])[C:7]1=[O:34].[CH3:39][N:40](C)C=O.CN.F[P-](F)(F)(F)(F)F.C[N+](C)=C(N(C)C)ON1C2N=CC=CC=2N=N1. Product: [CH3:39][NH:40][C:17]([CH2:16][C@@H:15]([NH:14][C:12]([C:8]1[C:7](=[O:34])[N:6]([CH2:5][C:4]2[CH:35]=[CH:36][C:37]([F:38])=[C:2]([F:1])[CH:3]=2)[CH:11]=[CH:10][CH:9]=1)=[O:13])[C:20]1[S:21][C:22]([C:25]2[C:33]3[C:28](=[N:29][CH:30]=[CH:31][CH:32]=3)[NH:27][CH:26]=2)=[CH:23][CH:24]=1)=[O:18]. The catalyst class is: 7. (2) Reactant: [F:1][C:2]1[CH:13]=[CH:12][C:5]([O:6][CH:7]([CH2:10][OH:11])[CH2:8][OH:9])=[CH:4][CH:3]=1.[H-].[Na+].I[CH3:17]. Product: [F:1][C:2]1[CH:3]=[CH:4][C:5]([O:6][CH:7]([CH2:10][O:11][CH3:17])[CH2:8][OH:9])=[CH:12][CH:13]=1. The catalyst class is: 1. (3) Reactant: [C:1]1([O:7][P:8]([O-:16])[O:9][C:10]2[CH:15]=[CH:14][CH:13]=[CH:12][CH:11]=2)[CH:6]=[CH:5][CH:4]=[CH:3][CH:2]=1.[C:17]([O:21][C:22](=[O:25])[CH2:23]Br)([CH3:20])([CH3:19])[CH3:18].C(N(CC)CC)C. Product: [O:9]([P:8]([CH2:23][C:22]([O:21][C:17]([CH3:20])([CH3:19])[CH3:18])=[O:25])([O:7][C:1]1[CH:6]=[CH:5][CH:4]=[CH:3][CH:2]=1)=[O:16])[C:10]1[CH:11]=[CH:12][CH:13]=[CH:14][CH:15]=1. The catalyst class is: 4. (4) Reactant: [Cl:1][C:2]1[N:7]=[C:6]([NH:8][CH3:9])[N:5]=[C:4]([N:10]2[CH2:15][CH2:14][CH:13]([C:16]([OH:18])=O)[CH2:12][CH2:11]2)[N:3]=1.[F:19][C:20]([F:30])([F:29])[C:21]1[CH:26]=[CH:25][CH:24]=[CH:23][C:22]=1[CH2:27][NH2:28].CCN=C=NCCCN(C)C.C1C=CC2N(O)N=NC=2C=1.C(N(C(C)C)CC)(C)C. Product: [Cl:1][C:2]1[N:7]=[C:6]([NH:8][CH3:9])[N:5]=[C:4]([N:10]2[CH2:11][CH2:12][CH:13]([C:16]([NH:28][CH2:27][C:22]3[CH:23]=[CH:24][CH:25]=[CH:26][C:21]=3[C:20]([F:19])([F:29])[F:30])=[O:18])[CH2:14][CH2:15]2)[N:3]=1. The catalyst class is: 3. (5) Reactant: Cl[C:2]1[N:7]=[CH:6][N:5]=[C:4]([NH:8][C:9]2[CH:14]=[CH:13][C:12]([P:15]([CH3:18])([CH3:17])=[O:16])=[CH:11][CH:10]=2)[CH:3]=1.C([N:21](CC)CC)C.NC[CH2:28][N:29]1[CH2:34][CH2:33][O:32][CH2:31][CH2:30]1. Product: [CH3:17][P:15]([C:12]1[CH:13]=[CH:14][C:9]([NH:8][C:4]2[CH:3]=[C:2]([NH:21][CH2:28][N:29]3[CH2:34][CH2:33][O:32][CH2:31][CH2:30]3)[N:7]=[CH:6][N:5]=2)=[CH:10][CH:11]=1)([CH3:18])=[O:16]. The catalyst class is: 8.